Predict the reactants needed to synthesize the given product. From a dataset of Full USPTO retrosynthesis dataset with 1.9M reactions from patents (1976-2016). (1) Given the product [Si:15]([O:18][CH2:19][CH2:20][CH2:21][CH2:22][C:23]1[CH:28]=[CH:27][C:26]([CH2:29][CH:2]([C:3](=[O:4])[CH3:5])[C:1]([O:7][CH3:8])=[O:6])=[C:25]([O:31][CH3:32])[CH:24]=1)([C:11]([CH3:14])([CH3:13])[CH3:12])([CH3:16])[CH3:17], predict the reactants needed to synthesize it. The reactants are: [C:1]([O:7][CH3:8])(=[O:6])[CH2:2][C:3]([CH3:5])=[O:4].[H-].[Na+].[C:11]([Si:15]([O:18][CH2:19][CH2:20][CH2:21][CH2:22][C:23]1[CH:28]=[CH:27][C:26]([CH2:29]Cl)=[C:25]([O:31][CH3:32])[CH:24]=1)([CH3:17])[CH3:16])([CH3:14])([CH3:13])[CH3:12]. (2) Given the product [CH3:1][O:11][C:8]1[CH:16]=[CH:15][C:14]([OH:13])=[CH:10][CH:9]=1, predict the reactants needed to synthesize it. The reactants are: [CH2:1](N(CC)CC)C.[C:8](Cl)(=[O:11])[CH:9]=[CH2:10].[O:13]1C[CH2:16][CH2:15][CH2:14]1.